The task is: Predict which catalyst facilitates the given reaction.. This data is from Catalyst prediction with 721,799 reactions and 888 catalyst types from USPTO. (1) Reactant: [CH3:1][O:2][C:3](=[O:16])[CH:4]([C:8]1[CH:13]=[CH:12][C:11]([CH2:14][NH2:15])=[CH:10][CH:9]=1)[CH2:5][CH:6]=[CH2:7].C(N(CC)CC)C.[CH3:24][S:25](Cl)(=[O:27])=[O:26]. Product: [CH3:1][O:2][C:3](=[O:16])[CH:4]([C:8]1[CH:9]=[CH:10][C:11]([CH2:14][NH:15][S:25]([CH3:24])(=[O:27])=[O:26])=[CH:12][CH:13]=1)[CH2:5][CH:6]=[CH2:7]. The catalyst class is: 96. (2) Reactant: [OH:1][C:2]1[CH:18]=[CH:17][C:5]([CH:6]=[C:7]2[C:12](=[O:13])[O:11][C:10]([CH3:15])([CH3:14])[O:9][C:8]2=[O:16])=[CH:4][CH:3]=1.[CH:19]1([Mg]Br)[CH2:21][CH2:20]1. Product: [CH:19]1([C:6]([C:5]2[CH:4]=[CH:3][C:2]([OH:1])=[CH:18][CH:17]=2)=[C:7]2[C:8](=[O:16])[O:9][C:10]([CH3:15])([CH3:14])[O:11][C:12]2=[O:13])[CH2:21][CH2:20]1. The catalyst class is: 1. (3) Reactant: [NH2:1][C:2]1[CH:29]=[CH:28][C:5]([C:6]([NH:8][C@H:9]([C:25]([OH:27])=[O:26])[CH2:10][C:11]2[CH:16]=[CH:15][C:14]([C:17]3[CH:22]=[CH:21][CH:20]=[CH:19][C:18]=3[O:23][CH3:24])=[CH:13][CH:12]=2)=[O:7])=[C:4]([Cl:30])[CH:3]=1.[C:31]([N:38]1[CH:42]=[CH:41]N=C1)(N1C=CN=C1)=[S:32].C(N)[C:44]1[CH:49]=[CH:48]C=[CH:46][CH:45]=1.[CH2:51](Cl)Cl. Product: [CH3:51][O:26][C:25](=[O:27])[C@H:9]([CH2:10][C:11]1[CH:12]=[CH:13][C:14]([C:17]2[CH:22]=[CH:21][CH:20]=[CH:19][C:18]=2[O:23][CH3:24])=[CH:15][CH:16]=1)[NH:8][C:6](=[O:7])[C:5]1[CH:28]=[CH:29][C:2]([NH:1][C:31]([NH:38][CH2:42][C:41]2[CH:48]=[CH:49][CH:44]=[CH:45][CH:46]=2)=[S:32])=[CH:3][C:4]=1[Cl:30]. The catalyst class is: 3. (4) Reactant: [NH2:1][CH:2]1[CH2:7][CH2:6][N:5]([C:8]([O:10][C:11]([CH3:14])([CH3:13])[CH3:12])=[O:9])[CH2:4][CH2:3]1.C1([O:21][C:22]([O:24][CH2:25][C:26]([O:28][CH2:29][CH3:30])=[O:27])=O)C=CC=CC=1. Product: [CH2:29]([O:28][C:26](=[O:27])[CH2:25][O:24][C:22]([NH:1][CH:2]1[CH2:3][CH2:4][N:5]([C:8]([O:10][C:11]([CH3:14])([CH3:13])[CH3:12])=[O:9])[CH2:6][CH2:7]1)=[O:21])[CH3:30]. The catalyst class is: 11. (5) Product: [Cl:1][C:2]1[C:11]([CH:12]=[O:28])=[N:10][C:9]2[NH:8][C:7](=[O:20])[CH2:6][O:5][C:4]=2[CH:3]=1. The catalyst class is: 5. Reactant: [Cl:1][C:2]1[C:11](/[CH:12]=C/C2C=CC=CC=2)=[N:10][C:9]2[NH:8][C:7](=[O:20])[CH2:6][O:5][C:4]=2[CH:3]=1.CSC.CN(C=[O:28])C. (6) Reactant: [C:1]1([CH2:7][CH2:8][C@H:9]([OH:12])[CH:10]=[CH2:11])[CH:6]=[CH:5][CH:4]=[CH:3][CH:2]=1.N1C=CN=C1.[C:18]([Si:22](Cl)([CH3:24])[CH3:23])([CH3:21])([CH3:20])[CH3:19]. Product: [C:18]([Si:22]([CH3:24])([CH3:23])[O:12][C@@H:9]([CH2:8][CH2:7][C:1]1[CH:6]=[CH:5][CH:4]=[CH:3][CH:2]=1)[CH:10]=[CH2:11])([CH3:21])([CH3:20])[CH3:19]. The catalyst class is: 2. (7) Reactant: [F:1][C:2]1[CH:7]=[CH:6][C:5]([C:8]2[N:9]=[C:10]([CH2:23][OH:24])[O:11][C:12]=2[C:13]2[CH:18]=[CH:17][C:16]([S:19]([CH3:22])(=[O:21])=[O:20])=[CH:15][CH:14]=2)=[CH:4][CH:3]=1.C(N(CC)CC)C.[Cl-].S([O-])(=O)(=O)C.C(=O)([O-])[O-].[K+].[K+].O[C:45]1[CH:46]=[C:47]([C:51]2([O:57][CH3:58])[CH2:56][CH2:55][O:54][CH2:53][CH2:52]2)[CH:48]=[CH:49][CH:50]=1. Product: [F:1][C:2]1[CH:3]=[CH:4][C:5]([C:8]2[N:9]=[C:10]([CH2:23][O:24][C:49]3[CH:50]=[CH:45][CH:46]=[C:47]([C:51]4([O:57][CH3:58])[CH2:56][CH2:55][O:54][CH2:53][CH2:52]4)[CH:48]=3)[O:11][C:12]=2[C:13]2[CH:18]=[CH:17][C:16]([S:19]([CH3:22])(=[O:21])=[O:20])=[CH:15][CH:14]=2)=[CH:6][CH:7]=1. The catalyst class is: 46.